From a dataset of Full USPTO retrosynthesis dataset with 1.9M reactions from patents (1976-2016). Predict the reactants needed to synthesize the given product. (1) Given the product [F:1][C:2]1[CH:7]=[CH:6][C:5]([S:8]([N:11]2[CH2:16][CH2:15][S:14][C:13]3[CH:17]=[CH:18][C:19]([C:21]([OH:23])=[O:22])=[CH:20][C:12]2=3)(=[O:9])=[O:10])=[CH:4][CH:3]=1, predict the reactants needed to synthesize it. The reactants are: [F:1][C:2]1[CH:7]=[CH:6][C:5]([S:8]([N:11]2[CH2:16][CH2:15][S:14][C:13]3[CH:17]=[CH:18][C:19]([C:21]([O:23]C)=[O:22])=[CH:20][C:12]2=3)(=[O:10])=[O:9])=[CH:4][CH:3]=1.[Li+].[OH-]. (2) Given the product [CH3:1][O:2][C:3](=[O:14])[C:4]1[CH:5]=[C:6]([O:12][CH3:13])[CH:7]=[C:8]([O:10][CH3:11])[C:9]=1[Br:22], predict the reactants needed to synthesize it. The reactants are: [CH3:1][O:2][C:3](=[O:14])[C:4]1[CH:9]=[C:8]([O:10][CH3:11])[CH:7]=[C:6]([O:12][CH3:13])[CH:5]=1.C1C(=O)N([Br:22])C(=O)C1.[O-]S([O-])=O.[Na+].[Na+].